Binary Classification. Given a miRNA mature sequence and a target amino acid sequence, predict their likelihood of interaction. From a dataset of Experimentally validated miRNA-target interactions with 360,000+ pairs, plus equal number of negative samples. (1) The miRNA is hsa-miR-3064-3p with sequence UUGCCACACUGCAACACCUUACA. The protein sequence of the target gene is MAESSAATQSPSVSSSSSGAEPSALGGGGGSPGACPALGAKSCGSSCADSFVSSSSSQPVSIFSTSQAGLSSLCSDEPPSKSMTSSFLSSSEIHNPDPTTPLGEKSETLGSQFVLAKGKDPLVLLDKKKLDSPQGTNKDRVDAPVSLATGIPCSHPSIPDSFPEQPAFLSKEIGPAEEWVVKDQEPKNPNKVPDGEDRSALDFGQSKAEHICTYSLSPSELPVASVEKDSPESPFEVIIDKATFDREFKDLYKENPNDLGGWAAHGDRESPADLLEMNDKLFPLRNKEAGRYPSSVLLGR.... Result: 0 (no interaction). (2) The protein sequence of the target gene is MATDSWALAVDEQEAAAESLSNLHLKEEKIKPDTNGAVVKTNANAEKTDEEEKEDRAAQSLLNKLIRSNLVDNTNQVEVLQRDPNSPLYSVKSFEELRLKPQLLQGVYAMGFNRPSKIQENALPLMLAEPPQNLIAQSQSGTGKTAAFVLAMLSQVEPANKYPQCLCLSPTYELALQTGKVIEQMGKFYPELKLAYAVRGNKLERGQKISEQIVIGTPGTVLDWCSKLKFIDPKKIKVFVLDEADVMIATQGHQDQSIRIQRMLPRNCQMLLFSATFEDSVWKFAQKVVPDPNVIKLKRE.... Result: 1 (interaction). The miRNA is hsa-miR-6807-5p with sequence GUGAGCCAGUGGAAUGGAGAGG. (3) The miRNA is hsa-miR-4307 with sequence AAUGUUUUUUCCUGUUUCC. The protein sequence of the target gene is MGEFKVHRVRFFNYVPSGIRCVAYNNQSNRLAVSRTDGTVEIYNLSANYFQEKFFPGHESRGTEALCWAGGQRLFSAGLNGEILEYDLQALNIKYTLDAFGGPIWSMTASPSGSQLLVGCEDGSVKLFEVTPEKIQFARNFDRQKSRILSLCWHPAGTHVAAGSLDYISVFDVKSGSIIRKMVLDRQHLGVTKSRCIVWGVAFLSDGTVISVDSVGKVQLWDSATGTLVKSHLVANADVQSIAVADQEDSFVVGTAEGTVFHFQLVSMTSNSSEKQWVRTKPFQHHTHDVRAVAHSPTAL.... Result: 0 (no interaction). (4) The miRNA is hsa-miR-4655-5p with sequence CACCGGGGAUGGCAGAGGGUCG. The protein sequence of the target gene is MADTTPNGPQGAGAVQFMMTNKLDTAMWLSRLFTVYCSALFVLPLLGLHEAASFYQRALLANALTSALRLHQRLPHFQLSRAFLAQALLEDSCHYLLYSLIFVNSYPVTMSIFPVLLFSLLHAATYTKKVLDARGSNSLPLLRSVLDKLSANQQNILKFIACNEIFLMPATVFMLFSGQGSLLQPFIYYRFLTLRYSSRRNPYCRTLFNELRIVVEHIIMKPACPLFVRRLCLQSIAFISRLAPTVP. Result: 0 (no interaction). (5) The miRNA is mmu-miR-135a-5p with sequence UAUGGCUUUUUAUUCCUAUGUGA. The protein sequence of the target gene is MAAPGSARRPLLLLLLLLLLGLMHCASAAMFMVKNGNGTACIMANFSAAFSVNYDTKSGPKNMTFDLPSDATVVLNRSSCGKENTSDPSLVIAFGRGHTLTLNFTRNATRYSVQLMSFVYNLSDTHLFPNASSKEIKTVESITDIRADIDKKYRCVSGTQVHMNNVTVTLHDATIQAYLSNSSFSRGETRCEQDRPSPTTAPPAPPSPSPSPVPKSPSVDKYNVSGTNGTCLLASMGLQLNLTYERKDNTTVTRLLNINPNKTSASGSCGAHLVTLELHSEGTTVLLFQFGMNASSSRFF.... Result: 0 (no interaction). (6) The miRNA is hsa-miR-665 with sequence ACCAGGAGGCUGAGGCCCCU. The protein sequence of the target gene is MLVTRGDRGGGERAPSRRPRCGLVPAGAAALLAGASCLCYGRSLRGEFVHDDVWAIVNNPDVRPGTPLRWAIFANDFWGKGLADSTSHKSYRPLCVLSFRLNIFLTGMNPFYFHAVNVILHCLVTLVLMYTCDKTVFKNRGLAFVTALLFAVHPVHTEAVAGIVGRADVLACLLFLLAFLSYQRSLDQGCAGQCFPTTASPFFLLLSLFLGTCAMLVKETGITVFGVCLVYDLFSPSHKQDKLSNGAVCQHSSGQPGSPQPSSQQAHPHRESRKQRFPHKDSWGGCHSPLPPEPKSSGFP.... Result: 0 (no interaction). (7) Result: 0 (no interaction). The miRNA is hsa-miR-3681-3p with sequence ACACAGUGCUUCAUCCACUACU. The protein sequence of the target gene is MSSRKLSGPKGRRLSIHVVTWNVASAAPPLDLSDLLQLNNRNLNLDIYVIGLQELNSGIISLLSDAAFNDSWSSFLMDVLSPLSFIKVSHVRMQGILLLVFAKYQHLPYIQILSTKSTPTGLFGYWGNKGGVNICLKLYGYYVSIINCHLPPHISNNYQRLEHFDRILEMQNCEGRDIPNILDHDLIIWFGDMNFRIEDFGLHFVRESIKNRCYGGLWEKDQLSIAKKHDPLLREFQEGRLLFPPTYKFDRNSNDYDTSEKKRKPAWTDRILWRLKRQPCAGPDTPIPPASHFSLSLRGY.... (8) The miRNA is hsa-miR-7151-5p with sequence GAUCCAUCUCUGCCUGUAUUGGC. The protein sequence of the target gene is MEPHGHSGKSRKSTKFRSISRSLILCNAKTSDDGSSPDEKYPDPFETSLCQGKEGFFHSSMQLADTFEAGLSNIPDLALASDSAQLAAAGSDRGKHCRKMFFMKESSSTSSKEKSGKPEAQSSSFLFPKACHQRTRSNSTSVNPYSAGEIDFPMTKKSAAPTDRQPYSLCSNRKSLSQQLDYPILGTARPTRSLSTAQLGQLSGGLQASVISNIVLMKGQAKGLGFSIVGGKDSIYGPIGIYVKSIFAGGAAAADGRLQEGDEILELNGESMAGLTHQDALQKFKQAKKGLLTLTVRTRL.... Result: 0 (no interaction). (9) The miRNA is mmu-miR-1955-3p with sequence GAGCAUUGCAUGCUGGGACAU. Result: 1 (interaction). The protein sequence of the target gene is MSSALAYMLLVLSISLLNGQSPPGKPEIHKCRSPDKETFTCWWNPGSDGGLPTNYSLTYSKEGEKNTYECPDYKTSGPNSCFFSKQYTSIWKIYIITVNATNEMGSSTSDPLYVDVTYIVEPEPPRNLTLEVKQLKDKKTYLWVKWLPPTITDVKTGWFTMEYEIRLKSEEADEWEIHFTGHQTQFKVFDLYPGQKYLVQTRCKPDHGYWSRWGQEKSIEIPNDFTLKDTTVWIIVAVLSAVICLIMVWAVALKGYSMMTCIFPPVPGPKIKGFDTHLLEKGKSEELLSALGCQDFPPTS....